Dataset: Full USPTO retrosynthesis dataset with 1.9M reactions from patents (1976-2016). Task: Predict the reactants needed to synthesize the given product. (1) Given the product [OH:8][C:9]1[CH:35]=[CH:34][C:33]([CH:36]2[CH2:41][CH2:40][N:39]([CH3:42])[CH2:38][CH2:37]2)=[CH:32][C:10]=1[C:11]([NH:13][C:14]1[CH:23]=[C:22]([C:24]2[CH:29]=[CH:28][CH:27]=[C:26]([O:30][CH3:31])[CH:25]=2)[CH:21]=[CH:20][C:15]=1[C:16]([O:18][CH3:19])=[O:17])=[O:12], predict the reactants needed to synthesize it. The reactants are: C([O:8][C:9]1[CH:35]=[CH:34][C:33]([CH:36]2[CH2:41][CH2:40][N:39]([CH3:42])[CH2:38][CH2:37]2)=[CH:32][C:10]=1[C:11]([NH:13][C:14]1[CH:23]=[C:22]([C:24]2[CH:29]=[CH:28][CH:27]=[C:26]([O:30][CH3:31])[CH:25]=2)[CH:21]=[CH:20][C:15]=1[C:16]([O:18][CH3:19])=[O:17])=[O:12])C1C=CC=CC=1.C(Cl)(Cl)Cl. (2) Given the product [ClH:3].[Cl:3][C:23]1[C:22]2[C:27](=[CH:28][CH:29]=[C:20]([C:17]3[CH:18]=[CH:19][C:14]([S:11]([N:8]4[CH2:9][CH2:10][O:5][CH2:6][CH2:7]4)(=[O:13])=[O:12])=[CH:15][CH:16]=3)[CH:21]=2)[N:26]=[CH:25][N:24]=1, predict the reactants needed to synthesize it. The reactants are: S(Cl)([Cl:3])=O.[O:5]1[CH2:10][CH2:9][N:8]([S:11]([C:14]2[CH:19]=[CH:18][C:17]([C:20]3[CH:21]=[C:22]4[C:27](=[CH:28][CH:29]=3)[N:26]=[CH:25][NH:24][C:23]4=O)=[CH:16][CH:15]=2)(=[O:13])=[O:12])[CH2:7][CH2:6]1. (3) The reactants are: [N:1]1([C:7]2[S:11][N:10]=[C:9]([CH:12]3[CH2:17][CH2:16][O:15][CH2:14][CH2:13]3)[N:8]=2)[CH2:6][CH2:5][NH:4][CH2:3][CH2:2]1.Cl[CH2:19][C:20]1[CH:25]=[CH:24][CH:23]=[CH:22][C:21]=1[CH3:26].CCN(C(C)C)C(C)C. Given the product [CH3:19][C:20]1[CH:25]=[CH:24][CH:23]=[CH:22][C:21]=1[CH2:26][N:4]1[CH2:3][CH2:2][N:1]([C:7]2[S:11][N:10]=[C:9]([CH:12]3[CH2:17][CH2:16][O:15][CH2:14][CH2:13]3)[N:8]=2)[CH2:6][CH2:5]1, predict the reactants needed to synthesize it. (4) Given the product [CH2:25]([O:13][C:10]1[CH:9]=[CH:8][C:7]([C:1]2[CH:2]=[CH:3][CH:4]=[CH:5][CH:6]=2)=[CH:12][CH:11]=1)[CH2:24][C:23]#[CH:22], predict the reactants needed to synthesize it. The reactants are: [C:1]1([C:7]2[CH:12]=[CH:11][C:10]([OH:13])=[CH:9][CH:8]=2)[CH:6]=[CH:5][CH:4]=[CH:3][CH:2]=1.CC(C)([O-])C.[K+].[I-].[Na+].[CH2:22](OS(C1C=CC(C)=CC=1)(=O)=O)[CH2:23][C:24]#[CH:25]. (5) The reactants are: [F:1][C:2]1[CH:3]=[C:4]2[C:8](=[CH:9][CH:10]=1)[N:7]([CH3:11])[CH:6]=[C:5]2[C:12]1[O:13][C:14]2[C:20]([F:21])=[C:19]([CH2:22][C:23]([O:25]C)=[O:24])[CH:18]=[CH:17][C:15]=2[N:16]=1.CCCCCC.C(OCC)(=O)C.[OH-].[Na+]. Given the product [F:1][C:2]1[CH:3]=[C:4]2[C:8](=[CH:9][CH:10]=1)[N:7]([CH3:11])[CH:6]=[C:5]2[C:12]1[O:13][C:14]2[C:20]([F:21])=[C:19]([CH2:22][C:23]([OH:25])=[O:24])[CH:18]=[CH:17][C:15]=2[N:16]=1, predict the reactants needed to synthesize it.